Dataset: Forward reaction prediction with 1.9M reactions from USPTO patents (1976-2016). Task: Predict the product of the given reaction. (1) Given the reactants [CH:1]1([C:4]([OH:6])=O)[CH2:3][CH2:2]1.Cl.CN(C)CCCN=C=NCC.[O:19]1[CH2:24][CH2:23][CH2:22][CH2:21][CH:20]1[N:25]1[C:33]2[C:28](=[CH:29][C:30]([C:34]3[N:38]=[CH:37][N:36]([C:39]([C:52]4[CH:57]=[CH:56][CH:55]=[CH:54][CH:53]=4)([C:46]4[CH:51]=[CH:50][CH:49]=[CH:48][CH:47]=4)[C:40]4[CH:45]=[CH:44][CH:43]=[CH:42][CH:41]=4)[N:35]=3)=[CH:31][CH:32]=2)[C:27]([C:58]2[CH:59]=[C:60]([NH2:64])[CH:61]=[CH:62][CH:63]=2)=[N:26]1, predict the reaction product. The product is: [CH:1]1([C:4]([NH:64][C:60]2[CH:61]=[CH:62][CH:63]=[C:58]([C:27]3[C:28]4[C:33](=[CH:32][CH:31]=[C:30]([C:34]5[N:38]=[CH:37][N:36]([C:39]([C:40]6[CH:41]=[CH:42][CH:43]=[CH:44][CH:45]=6)([C:46]6[CH:51]=[CH:50][CH:49]=[CH:48][CH:47]=6)[C:52]6[CH:57]=[CH:56][CH:55]=[CH:54][CH:53]=6)[N:35]=5)[CH:29]=4)[N:25]([CH:20]4[CH2:21][CH2:22][CH2:23][CH2:24][O:19]4)[N:26]=3)[CH:59]=2)=[O:6])[CH2:3][CH2:2]1. (2) The product is: [CH3:1][C:2]1[NH:3][C:4]2[C:9]([CH:10]=1)=[CH:8][C:7]([NH:11][C:55](=[O:57])[C@@H:54]([NH:53][C:51]([NH:113][C:110]1[CH:109]=[CH:108][C:107]([O:106][CH2:99][C:100]3[CH:101]=[CH:102][CH:103]=[CH:104][CH:105]=3)=[CH:112][CH:111]=1)=[O:52])[CH2:93][CH2:92][CH2:91][CH2:90][NH:89][C:88](=[O:97])[CH2:75][NH2:74])=[CH:6][CH:5]=2. Given the reactants [CH3:1][C:2]1[NH:3][C:4]2[C:9]([CH:10]=1)=[CH:8][C:7]([NH2:11])=[CH:6][CH:5]=2.C(OC(NCCCC[C@H](NC(OCC1C2C=CC=CC=2C2C1=CC=CC=2)=O)C(O)=O)=O)(C)(C)C.C(O[C:51]([NH:53][CH2:54][C:55]([OH:57])=O)=[O:52])(C)(C)C.C1C2C(COC(=O)[NH:74][C@H:75]([C:88](=[O:97])[NH:89][C:90]3C=C[C:93](C)=[CH:92][CH:91]=3)CCCCNC(OC(C)(C)C)=O)C3C(=CC=CC=3)C=2C=CC=1.[CH2:99]([O:106][C:107]1[CH:112]=[CH:111][C:110]([N:113]=C=O)=[CH:109][CH:108]=1)[C:100]1[CH:105]=[CH:104][CH:103]=[CH:102][CH:101]=1, predict the reaction product. (3) Given the reactants [Br:1][C:2]1[CH:3]=[CH:4][C:5]2[N:6]([CH:8]=[C:9]([C:11]3[CH:16]=[CH:15][C:14]([OH:17])=[CH:13][CH:12]=3)[N:10]=2)[CH:7]=1.C(=O)([O-])[O-].[K+].[K+].[F:24][CH2:25][CH2:26]OS(C1C=CC(C)=CC=1)(=O)=O, predict the reaction product. The product is: [Br:1][C:2]1[CH:3]=[CH:4][C:5]2[N:6]([CH:8]=[C:9]([C:11]3[CH:16]=[CH:15][C:14]([O:17][CH2:26][CH2:25][F:24])=[CH:13][CH:12]=3)[N:10]=2)[CH:7]=1. (4) Given the reactants [CH3:1][O:2][C:3]1[CH:4]=[CH:5][C:6]2[N:12]3[CH:13]=[N:14][C:15]([C:16]([OH:18])=[O:17])=[C:11]3[C@@H:10]3[CH2:19][CH2:20][CH2:21][N:9]3[C:8](=[O:22])[C:7]=2[CH:23]=1.C(C1NC=CN=1)(C1NC=CN=1)=O.[F:36][C:37]([F:45])([F:44])[CH:38](O)[C:39]([F:42])([F:41])[F:40], predict the reaction product. The product is: [CH3:1][O:2][C:3]1[CH:4]=[CH:5][C:6]2[N:12]3[CH:13]=[N:14][C:15]([C:16]([O:18][CH:38]([C:39]([F:42])([F:41])[F:40])[C:37]([F:45])([F:44])[F:36])=[O:17])=[C:11]3[C@@H:10]3[CH2:19][CH2:20][CH2:21][N:9]3[C:8](=[O:22])[C:7]=2[CH:23]=1. (5) Given the reactants [CH2:1]([N:4]1[CH2:8][CH2:7][C@@H:6]([C:9]2[CH:14]=[CH:13][C:12]([NH2:15])=[CH:11][CH:10]=2)[CH2:5]1)[CH2:2][CH3:3].CN(C1C=CC=CN=1)C.[O:25]1[C:29]([C:30]2[S:34][C:33]([S:35](Cl)(=[O:37])=[O:36])=[CH:32][CH:31]=2)=[CH:28][CH:27]=[N:26]1, predict the reaction product. The product is: [CH2:1]([N:4]1[CH2:8][CH2:7][C@@H:6]([C:9]2[CH:10]=[CH:11][C:12]([NH:15][S:35]([C:33]3[S:34][C:30]([C:29]4[O:25][N:26]=[CH:27][CH:28]=4)=[CH:31][CH:32]=3)(=[O:36])=[O:37])=[CH:13][CH:14]=2)[CH2:5]1)[CH2:2][CH3:3]. (6) The product is: [CH:20]([C@@H:10]([N:2]([CH3:1])[C:3](=[O:9])[O:4][C:5]([CH3:8])([CH3:7])[CH3:6])[C:11]([CH3:19])([C:13]1[CH:14]=[CH:15][CH:16]=[CH:17][CH:18]=1)[CH3:12])=[O:21]. Given the reactants [CH3:1][N:2]([C@H:10]([C:20](N1CCOCC1)=[O:21])[C:11]([CH3:19])([C:13]1[CH:18]=[CH:17][CH:16]=[CH:15][CH:14]=1)[CH3:12])[C:3](=[O:9])[O:4][C:5]([CH3:8])([CH3:7])[CH3:6].[H-].[Al+3].[Li+].[H-].[H-].[H-], predict the reaction product. (7) Given the reactants [O:1]1[C:10]2[C:5](=[CH:6][CH:7]=[CH:8][CH:9]=2)[CH:4]([NH:11][C:12]2[C:13]3[N:14]([C:24]([CH3:28])=[C:25]([CH3:27])[N:26]=3)[CH:15]=[C:16]([C:18]([O:20]C(C)C)=[O:19])[CH:17]=2)[CH2:3][CH2:2]1.CO.[OH-].[Na+].[ClH:33], predict the reaction product. The product is: [ClH:33].[O:1]1[C:10]2[C:5](=[CH:6][CH:7]=[CH:8][CH:9]=2)[CH:4]([NH:11][C:12]2[C:13]3[N:14]([C:24]([CH3:28])=[C:25]([CH3:27])[N:26]=3)[CH:15]=[C:16]([C:18]([OH:20])=[O:19])[CH:17]=2)[CH2:3][CH2:2]1. (8) Given the reactants C(N(CC)CC)C.C(O)=O.[CH3:11][O:12][C:13]([C:15]1[CH:46]=[CH:45][C:18]([CH2:19][C:20]([CH2:33][CH2:34][C:35]2[CH:40]=[CH:39][C:38]([C:41]([O:43][CH3:44])=[O:42])=[CH:37][CH:36]=2)(C(OCC=C)=O)[C:21]([O:23]CC=C)=[O:22])=[CH:17][CH:16]=1)=[O:14].C1(P(C2C=CC=CC=2)C2C=CC=CC=2)C=CC=CC=1, predict the reaction product. The product is: [CH3:11][O:12][C:13]([C:15]1[CH:16]=[CH:17][C:18]([CH2:19][CH:20]([CH2:33][CH2:34][C:35]2[CH:36]=[CH:37][C:38]([C:41]([O:43][CH3:44])=[O:42])=[CH:39][CH:40]=2)[C:21]([OH:23])=[O:22])=[CH:45][CH:46]=1)=[O:14]. (9) Given the reactants ClC1C=CC2SC=C([CH2:9][N:10]3CCN(C4SC(C(O)=O)=C(C)N=4)C3=O)C=2C=1.[F:27][C:28]1[CH:49]=[CH:48][C:31]([CH2:32][N:33]2[CH2:37][CH2:36][N:35]([C:38]3[S:39][C:40]([C:44](O)=[O:45])=[C:41]([CH3:43])[N:42]=3)[C:34]2=[O:47])=[CH:30][CH:29]=1.CN, predict the reaction product. The product is: [F:27][C:28]1[CH:29]=[CH:30][C:31]([CH2:32][N:33]2[CH2:37][CH2:36][N:35]([C:38]3[S:39][C:40]([C:44]([NH:10][CH3:9])=[O:45])=[C:41]([CH3:43])[N:42]=3)[C:34]2=[O:47])=[CH:48][CH:49]=1.